Dataset: Drug-target binding data from BindingDB using Ki measurements. Task: Regression. Given a target protein amino acid sequence and a drug SMILES string, predict the binding affinity score between them. We predict pKi (pKi = -log10(Ki in M); higher means stronger inhibition). Dataset: bindingdb_ki. The small molecule is Cc1nc(N)nc2c1cc(-c1cn[nH]c1)c(=O)n2N1CCCC1. The target protein (P42337) has sequence MPPRPSSGELWGIHLMPPRILVECLLPNGMIVTLECLREATLVTIKHELFREARKYPLHQLLQDETSYIFVSVTQEAEREEFFDETRRLCDLRLFQPFLKVIEPVGNREEKILNREIGFVIGMPVCEFDMVKDPEVQDFRRNILNVCKEAVDLRDLNSPHSRAMYVYPPNVESSPELPKHIYNKLDKGQIIVVIWVIVSPNNDKQKYTLKINHDCVPEQVIAEAIRKKTRSMLLSSEQLKLCVLEYQGKYILKVCGCDEYFLEKYPLSQYKYIRSCIMLGRMPNLMLMAKESLYSQLPIDSFTMPSYSRRISTATPYMNGETSTKSLWVINSALRIKILCATYVNVNIRDIDKIYVRTGIYHGGEPLCDNVNTQRVPCSNPRWNEWLNYDIYIPDLPRAARLCLSICSVKGRKGAKEEHCPLAWGNINLFDYTDTLVSGKMALNLWPVPHGLEDLLNPIGVTGSNPNKETPCLELEFDWFSSVVKFPDMSVIEEHANWSV.... The pKi is 7.9.